Task: Predict which catalyst facilitates the given reaction.. Dataset: Catalyst prediction with 721,799 reactions and 888 catalyst types from USPTO (1) Reactant: [CH3:1][O:2][C:3]1[CH:8]=[CH:7][C:6]([NH2:9])=[CH:5][N:4]=1.C([O-])(=O)C.[Na+].[Br:15]Br.[OH-].[Na+]. Product: [NH2:9][C:6]1[CH:7]=[CH:8][C:3]([O:2][CH3:1])=[N:4][C:5]=1[Br:15]. The catalyst class is: 15. (2) Reactant: Cl[C:2]1[C:11]2[C:6](=[CH:7][C:8]([O:14][CH2:15][CH2:16][CH2:17][N:18]([CH3:23])[S:19]([CH3:22])(=[O:21])=[O:20])=[C:9]([O:12][CH3:13])[CH:10]=2)[N:5]=[CH:4][N:3]=1.C(=O)([O-])[O-].[K+].[K+].[OH:30][C:31]1[CH:32]=[C:33]2[C:37](=[CH:38][CH:39]=1)[NH:36][CH:35]=[CH:34]2. Product: [NH:36]1[C:37]2[C:33](=[CH:32][C:31]([O:30][C:2]3[C:11]4[C:6](=[CH:7][C:8]([O:14][CH2:15][CH2:16][CH2:17][N:18]([CH3:23])[S:19]([CH3:22])(=[O:21])=[O:20])=[C:9]([O:12][CH3:13])[CH:10]=4)[N:5]=[CH:4][N:3]=3)=[CH:39][CH:38]=2)[CH:34]=[CH:35]1. The catalyst class is: 3. (3) Reactant: Br[CH2:2][B-:3]([F:6])([F:5])[F:4].[K+:7].[CH2:8]1[CH:12]2[CH2:13][NH:14][CH2:15][CH:11]2[CH2:10][N:9]1[C:16]([O:18][C:19]([CH3:22])([CH3:21])[CH3:20])=[O:17].O1CCCC1.C(=O)([O-])[O-].[K+].[K+]. Product: [C:19]([O:18][C:16]([N:9]1[CH2:10][CH:11]2[CH2:15][N:14]([CH2:2][B-:3]([F:6])([F:5])[F:4])[CH2:13][CH:12]2[CH2:8]1)=[O:17])([CH3:22])([CH3:20])[CH3:21].[K+:7]. The catalyst class is: 21. (4) Reactant: [CH3:1][N:2]1[CH2:14][CH2:13][C:12]2[C:11]3[C:6](=[CH:7][CH:8]=[C:9]([CH3:15])[CH:10]=3)[NH:5][C:4]=2[CH2:3]1.N1CCC[C@H]1C(O)=O.[O-]P([O-])([O-])=O.[K+].[K+].[K+].Br[CH:33]=[C:34]([C:36]1[CH:41]=[CH:40][C:39]([O:42][CH3:43])=[CH:38][CH:37]=1)[CH3:35]. Product: [CH3:43][O:42][C:39]1[CH:40]=[CH:41][C:36]([C:34]([CH3:35])=[CH:33][N:5]2[C:6]3[C:11](=[CH:10][C:9]([CH3:15])=[CH:8][CH:7]=3)[C:12]3[CH2:13][CH2:14][N:2]([CH3:1])[CH2:3][C:4]2=3)=[CH:37][CH:38]=1. The catalyst class is: 122. (5) Reactant: [F:1][C:2]1[CH:3]=[C:4]([C@@H:9]2[CH2:13][N:12]([CH2:14][CH2:15][O:16][CH3:17])[CH2:11][C@H:10]2[NH:18][C:19](=[O:38])[NH:20][C:21]2[N:25]([C:26]3[CH:31]=[CH:30][CH:29]=[CH:28][CH:27]=3)[N:24]=[C:23]([C:32]([O:34]CC)=[O:33])[C:22]=2[CH3:37])[CH:5]=[CH:6][C:7]=1[F:8].[Li+].[OH-]. Product: [F:1][C:2]1[CH:3]=[C:4]([C@@H:9]2[CH2:13][N:12]([CH2:14][CH2:15][O:16][CH3:17])[CH2:11][C@H:10]2[NH:18][C:19](=[O:38])[NH:20][C:21]2[N:25]([C:26]3[CH:27]=[CH:28][CH:29]=[CH:30][CH:31]=3)[N:24]=[C:23]([C:32]([OH:34])=[O:33])[C:22]=2[CH3:37])[CH:5]=[CH:6][C:7]=1[F:8]. The catalyst class is: 36. (6) Reactant: [F:1][C:2]([F:16])([F:15])[C:3]1[CH:14]=[CH:13][C:6]2[CH:7]=[C:8]([C:10](O)=[O:11])[S:9][C:5]=2[CH:4]=1.CN([C:20]([O:24][N:25]1N=NC2C=CC=N[C:26]1=2)=[N+](C)C)C.F[P-](F)(F)(F)(F)F.Cl.CNOC.CCN(C(C)C)C(C)C. Product: [CH3:20][O:24][N:25]([CH3:26])[C:10]([C:8]1[S:9][C:5]2[CH:4]=[C:3]([C:2]([F:16])([F:15])[F:1])[CH:14]=[CH:13][C:6]=2[CH:7]=1)=[O:11]. The catalyst class is: 3. (7) Reactant: C([Li])CCC.[CH3:6][CH2:7][CH2:8][CH2:9][CH2:10]C.Br[C:13]1[CH:18]=[C:17]([Cl:19])[CH:16]=[CH:15][C:14]=1[Cl:20].B(F)(F)F.CC[O:27][CH2:28][CH3:29].[Cl-].[NH4+]. Product: [Cl:20][C:14]1[CH:15]=[CH:16][C:17]([Cl:19])=[CH:18][C:13]=1[CH:10]1[CH2:9][CH2:8][CH2:7][CH2:6][CH2:29][CH:28]1[OH:27]. The catalyst class is: 280.